This data is from Reaction yield outcomes from USPTO patents with 853,638 reactions. The task is: Predict the reaction yield, written as a fraction of the theoretical maximum amount of product (1.0 means a 100% yield; for example, 0.34 means a 34% yield). (1) The reactants are [CH3:1][S:2]([CH2:5][CH2:6][CH2:7][CH2:8][N:9]1C(=O)C2C(=CC=CC=2)C1=O)(=[O:4])=[O:3].NN. The catalyst is CCO. The product is [CH3:1][S:2]([CH2:5][CH2:6][CH2:7][CH2:8][NH2:9])(=[O:4])=[O:3]. The yield is 0.860. (2) The reactants are [CH2:1]=O.[CH2:3]([NH:5][CH2:6][CH3:7])[CH3:4].[CH2:8]([OH:11])[C:9]#[CH:10]. The catalyst is O1CCOCC1.C([O-])(=O)C.[Cu+2].C([O-])(=O)C. The product is [CH2:3]([N:5]([CH2:6][CH3:7])[CH2:1][C:10]#[C:9][CH2:8][OH:11])[CH3:4]. The yield is 0.840. (3) The reactants are [C:1]([O:5][C:6]([N:8]1[CH2:12][C:11](=[O:13])[CH2:10][N:9]1[C:14]([O:16][CH2:17][C:18]1[CH:23]=[CH:22][CH:21]=[CH:20][CH:19]=1)=[O:15])=[O:7])([CH3:4])([CH3:3])[CH3:2].CCOCC. The catalyst is O1CCCC1. The product is [C:1]([O:5][C:6]([N:8]1[CH2:12][CH:11]([OH:13])[CH2:10][N:9]1[C:14]([O:16][CH2:17][C:18]1[CH:23]=[CH:22][CH:21]=[CH:20][CH:19]=1)=[O:15])=[O:7])([CH3:4])([CH3:2])[CH3:3]. The yield is 0.930. (4) The reactants are Cl[C:2]1[C:7]([I:8])=[CH:6][N:5]=[CH:4][N:3]=1.[CH3:9][NH2:10]. No catalyst specified. The product is [I:8][C:7]1[C:2]([NH:10][CH3:9])=[N:3][CH:4]=[N:5][CH:6]=1. The yield is 0.780. (5) The reactants are [C:1]([C:5]1[N:6]([CH3:17])[C:7]2[C:12]([CH:13]=1)=[CH:11][C:10]([N+:14]([O-])=O)=[CH:9][CH:8]=2)([CH3:4])([CH3:3])[CH3:2]. The catalyst is CO.[Ni]. The product is [C:1]([C:5]1[N:6]([CH3:17])[C:7]2[C:12]([CH:13]=1)=[CH:11][C:10]([NH2:14])=[CH:9][CH:8]=2)([CH3:4])([CH3:2])[CH3:3]. The yield is 0.660.